Dataset: Catalyst prediction with 721,799 reactions and 888 catalyst types from USPTO. Task: Predict which catalyst facilitates the given reaction. (1) Reactant: [C:1]([O:5][C:6]([N:8]1[CH2:13][CH2:12][CH:11]([O:14][C:15]2[CH:24]=[C:23]3[C:18]([CH:19]=[N:20][C:21]([NH:25][C:26]4[CH:31]=[CH:30][CH:29]=[CH:28][CH:27]=4)=[N:22]3)=[CH:17][C:16]=2Br)[CH2:10][CH2:9]1)=[O:7])([CH3:4])([CH3:3])[CH3:2].[Si]([O:40][CH2:41][C:42]1[N:43]=[C:44]([Sn](CCCC)(CCCC)CCCC)[S:45][CH:46]=1)(C(C)(C)C)(C)C. Product: [C:1]([O:5][C:6]([N:8]1[CH2:13][CH2:12][CH:11]([O:14][C:15]2[CH:24]=[C:23]3[C:18]([CH:19]=[N:20][C:21]([NH:25][C:26]4[CH:31]=[CH:30][CH:29]=[CH:28][CH:27]=4)=[N:22]3)=[CH:17][C:16]=2[C:44]2[S:45][CH:46]=[C:42]([CH2:41][OH:40])[N:43]=2)[CH2:10][CH2:9]1)=[O:7])([CH3:4])([CH3:3])[CH3:2]. The catalyst class is: 3. (2) Reactant: BrC1C(N2CCN(CC3C=NC=CC=3)CC2)=C2N=C(C3C=CC(CN)=CC=3)NC2=NC=1.[Br:32][C:33]1[C:34]([N:57]2[CH2:62][CH2:61][CH:60]([O:63][C:64]3[CH:69]=[CH:68][CH:67]=[CH:66][CH:65]=3)[CH2:59][CH2:58]2)=[C:35]2[N:41]=[C:40]([C:42]3[CH:56]=[CH:55][C:45]([CH2:46][NH:47]C(=O)OC(C)(C)C)=[CH:44][CH:43]=3)[NH:39][C:36]2=[N:37][CH:38]=1.C(O)(C(F)(F)F)=O. Product: [Br:32][C:33]1[C:34]([N:57]2[CH2:62][CH2:61][CH:60]([O:63][C:64]3[CH:69]=[CH:68][CH:67]=[CH:66][CH:65]=3)[CH2:59][CH2:58]2)=[C:35]2[N:41]=[C:40]([C:42]3[CH:43]=[CH:44][C:45]([CH2:46][NH2:47])=[CH:55][CH:56]=3)[NH:39][C:36]2=[N:37][CH:38]=1. The catalyst class is: 2. (3) Reactant: Cl[C:2](Cl)([O:4]C(=O)OC(Cl)(Cl)Cl)Cl.[CH:13]([N:16]1[CH2:21][CH2:20][N:19]([CH2:22][C:23]2[CH:24]=[C:25]([CH:27]=[C:28]([C:30]([F:33])([F:32])[F:31])[CH:29]=2)[NH2:26])[CH2:18][CH2:17]1)([CH3:15])[CH3:14].CCN(CC)CC.[NH2:41][C:42]1[N:47]=[CH:46][N:45]=[C:44]([O:48][C:49]2[CH:50]=[C:51]3[C:56](=[CH:57][CH:58]=2)[NH:55][CH2:54][CH2:53][CH2:52]3)[CH:43]=1.C([O-])([O-])=O.[Na+].[Na+]. Product: [CH:13]([N:16]1[CH2:17][CH2:18][N:19]([CH2:22][C:23]2[CH:24]=[C:25]([NH:26][C:2]([N:55]3[C:56]4[C:51](=[CH:50][C:49]([O:48][C:44]5[CH:43]=[C:42]([NH2:41])[N:47]=[CH:46][N:45]=5)=[CH:58][CH:57]=4)[CH2:52][CH2:53][CH2:54]3)=[O:4])[CH:27]=[C:28]([C:30]([F:33])([F:32])[F:31])[CH:29]=2)[CH2:20][CH2:21]1)([CH3:15])[CH3:14]. The catalyst class is: 91. (4) Product: [Br:1][C:2]1[CH:5]=[C:12]2[CH:11]=[N:10][NH:9][C:8]2=[N:7][CH:3]=1. Reactant: [Br:1][CH:2]([CH:5]=O)[CH:3]=O.[NH2:7][C:8]1[CH:12]=[CH:11][NH:10][N:9]=1. The catalyst class is: 15. (5) Reactant: [F:1][C:2]1[CH:8]=[C:7]([O:9][C:10]2[C:19]3[C:14](=[CH:15][C:16]([CH2:22][CH2:23][CH2:24]Cl)=[C:17]([O:20][CH3:21])[CH:18]=3)[N:13]=[CH:12][CH:11]=2)[CH:6]=[CH:5][C:3]=1[NH2:4].[C:26](=[O:29])([O-])[O-].[K+].[K+].[I-].[Na+].FC1C=CC([CH2:41][C:42](O)=O)=CC=1.[CH3:45][N:46](C)C=O. Product: [F:1][C:2]1[CH:8]=[C:7]([O:9][C:10]2[C:19]3[C:14](=[CH:15][C:16]([CH2:22][CH2:23][CH2:24][N:46]4[CH2:45][CH2:26][O:29][CH2:42][CH2:41]4)=[C:17]([O:20][CH3:21])[CH:18]=3)[N:13]=[CH:12][CH:11]=2)[CH:6]=[CH:5][C:3]=1[NH2:4]. The catalyst class is: 147. (6) Reactant: [Br:1][C:2]1[C:3]([F:13])=[CH:4][CH:5]=[C:6]2[C:11]=1[NH:10][C:9](=[O:12])[CH:8]=[CH:7]2.[C:14](=O)([O-])[O-].[K+].[K+].CI. Product: [Br:1][C:2]1[C:3]([F:13])=[CH:4][CH:5]=[C:6]2[C:11]=1[N:10]=[C:9]([O:12][CH3:14])[CH:8]=[CH:7]2. The catalyst class is: 3. (7) Reactant: [F:1][C:2]1[CH:10]=[C:9]2[C:5]([C:6]([C:20]3[CH:21]=[N:22][NH:23][CH:24]=3)=[CH:7][N:8]2[S:11]([C:14]2[CH:19]=[CH:18][CH:17]=[CH:16][CH:15]=2)(=[O:13])=[O:12])=[CH:4][CH:3]=1.CS(O[CH2:30][CH2:31][N:32]1[CH2:36][CH2:35][CH2:34][C:33]1=[O:37])(=O)=O.C([O-])([O-])=O.[Cs+].[Cs+]. Product: [F:1][C:2]1[CH:10]=[C:9]2[C:5]([C:6]([C:20]3[CH:24]=[N:23][N:22]([CH2:30][CH2:31][N:32]4[CH2:36][CH2:35][CH2:34][C:33]4=[O:37])[CH:21]=3)=[CH:7][N:8]2[S:11]([C:14]2[CH:15]=[CH:16][CH:17]=[CH:18][CH:19]=2)(=[O:12])=[O:13])=[CH:4][CH:3]=1. The catalyst class is: 18.